This data is from HIV replication inhibition screening data with 41,000+ compounds from the AIDS Antiviral Screen. The task is: Binary Classification. Given a drug SMILES string, predict its activity (active/inactive) in a high-throughput screening assay against a specified biological target. (1) The drug is CNC1=Nc2ccccc2C(=S)N2CSCC12. The result is 0 (inactive). (2) The compound is COC(=O)C1=C(OC)C(=P2(c3ccccc3)CC(c3ccccc3)=C2c2ccccc2)C(C(=O)OC)=C1C(=O)OC. The result is 0 (inactive). (3) The compound is CN(C)c1ccc2nc(CC(O)(C(F)(F)F)C(F)(F)F)ccc2c1. The result is 0 (inactive). (4) The molecule is CC(=O)OC12CCCCCCC1C1(O)C(O)CCCC21. The result is 0 (inactive). (5) The molecule is COC(=O)C(C(=O)C(=O)Nc1ccccc1OC)c1csc(-n2nc(-c3ccccc3)cc2-c2ccccc2)n1. The result is 0 (inactive). (6) The molecule is Cc1ccc(C2(c3ccc(F)cc3)OC(=O)c3ccccc32)c(O)c1. The result is 0 (inactive). (7) The compound is COc1ccc2ccccc2c1C1OC(=O)c2ccccc21. The result is 0 (inactive).